From a dataset of Full USPTO retrosynthesis dataset with 1.9M reactions from patents (1976-2016). Predict the reactants needed to synthesize the given product. The reactants are: [C:1]([O:5][C:6](=[O:14])[NH:7][CH:8]1[CH2:12][CH2:11][CH:10](O)[CH2:9]1)([CH3:4])([CH3:3])[CH3:2].COCCN(S(F)(F)[F:25])CCOC. Given the product [F:25][C@@H:10]1[CH2:11][CH2:12][C@H:8]([NH:7][C:6](=[O:14])[O:5][C:1]([CH3:4])([CH3:3])[CH3:2])[CH2:9]1, predict the reactants needed to synthesize it.